Task: Predict the product of the given reaction.. Dataset: Forward reaction prediction with 1.9M reactions from USPTO patents (1976-2016) (1) The product is: [Cl:12][C:13]1[CH:18]=[CH:17][C:16]([C:2]2[CH:3]=[C:4]([CH3:11])[C:5]3[N:6]([CH:8]=[CH:9][N:10]=3)[CH:7]=2)=[CH:15][CH:14]=1. Given the reactants Br[C:2]1[CH:3]=[C:4]([CH3:11])[C:5]2[N:6]([CH:8]=[CH:9][N:10]=2)[CH:7]=1.[Cl:12][C:13]1[CH:18]=[CH:17][C:16](B(O)O)=[CH:15][CH:14]=1, predict the reaction product. (2) Given the reactants [H-].[Al+3].[Li+].[H-].[H-].[H-].[C:7]1([CH:13]2[NH:16][C:15](=O)[CH2:14]2)[CH:12]=[CH:11][CH:10]=[CH:9][CH:8]=1.[Cl-].[NH4+], predict the reaction product. The product is: [C:7]1([CH:13]2[CH2:14][CH2:15][NH:16]2)[CH:12]=[CH:11][CH:10]=[CH:9][CH:8]=1. (3) Given the reactants [C:1]([C:3]([NH:27][C:28](=[O:40])[C:29]1[CH:34]=[CH:33][C:32]([O:35][C:36]([F:39])([F:38])[F:37])=[CH:31][CH:30]=1)([CH3:26])[CH2:4][O:5][C:6]1[CH:11]=[CH:10][C:9]([CH:12]=[O:13])=[C:8]([B:14]2[O:18]C(C)(C)C(C)(C)O2)[C:7]=1[CH2:23][CH2:24][CH3:25])#[N:2].[BH4-].[Na+], predict the reaction product. The product is: [C:1]([C:3]([NH:27][C:28](=[O:40])[C:29]1[CH:34]=[CH:33][C:32]([O:35][C:36]([F:39])([F:38])[F:37])=[CH:31][CH:30]=1)([CH3:26])[CH2:4][O:5][C:6]1[CH:11]=[CH:10][C:9]2[CH2:12][O:13][B:14]([OH:18])[C:8]=2[C:7]=1[CH2:23][CH2:24][CH3:25])#[N:2]. (4) The product is: [Br:1][C:2]1[CH:7]=[C:6]([Cl:21])[CH:5]=[C:4]([Br:8])[N:3]=1. Given the reactants [Br:1][C:2]1[CH:7]=[CH:6][CH:5]=[C:4]([Br:8])[N:3]=1.[Cl-].[Li+].CC1(C)CCCC(C)(C)N1[Mg][Cl:21].ClC(Cl)(Cl)C(Cl)(Cl)Cl.[Cl-].[NH4+], predict the reaction product. (5) The product is: [OH:19][C:12]1[CH:11]=[C:10]([CH3:20])[C:9]([CH2:8][C:5]2[CH:4]=[CH:3][C:2]([C:31]3[CH:30]=[CH:29][N:28]=[C:27]([CH3:26])[CH:32]=3)=[N:7][CH:6]=2)=[CH:18][C:13]=1[C:14]([O:16][CH3:17])=[O:15]. Given the reactants Cl[C:2]1[N:7]=[CH:6][C:5]([CH2:8][C:9]2[C:10]([CH3:20])=[CH:11][C:12]([OH:19])=[C:13]([CH:18]=2)[C:14]([O:16][CH3:17])=[O:15])=[CH:4][CH:3]=1.C1COCC1.[CH3:26][C:27]1[CH:32]=[C:31](B2OC(C)(C)C(C)(C)O2)[CH:30]=[CH:29][N:28]=1.C(=O)([O-])[O-].[K+].[K+], predict the reaction product. (6) Given the reactants [F-].[Cs+].Cl[C:4]1[C:9]([C:10]#[N:11])=[CH:8][CH:7]=[CH:6][N:5]=1.C([Sn](CCCC)(CCCC)[C:17]1[S:18][CH:19]=[CH:20][CH:21]=1)CCC, predict the reaction product. The product is: [S:18]1[CH:19]=[CH:20][CH:21]=[C:17]1[C:4]1[N:5]=[CH:6][CH:7]=[CH:8][C:9]=1[C:10]#[N:11]. (7) Given the reactants [C:1]([C:5]1[CH:10]=[CH:9][C:8]([S:11](Cl)(=[O:13])=[O:12])=[CH:7][CH:6]=1)([CH3:4])([CH3:3])[CH3:2].[CH2:15]([C:17]1[CH:21]=[C:20]([NH2:22])[N:19]([C:23]2[CH:32]=[CH:31][CH:30]=[C:29]3[C:24]=2[CH:25]=[CH:26][CH:27]=[N:28]3)[N:18]=1)[CH3:16].ClCCl.[OH-].[Na+], predict the reaction product. The product is: [C:1]([C:5]1[CH:10]=[CH:9][C:8]([S:11]([NH:22][C:20]2[N:19]([C:23]3[CH:32]=[CH:31][CH:30]=[C:29]4[C:24]=3[CH:25]=[CH:26][CH:27]=[N:28]4)[N:18]=[C:17]([CH2:15][CH3:16])[CH:21]=2)(=[O:13])=[O:12])=[CH:7][CH:6]=1)([CH3:4])([CH3:3])[CH3:2].